This data is from Forward reaction prediction with 1.9M reactions from USPTO patents (1976-2016). The task is: Predict the product of the given reaction. The product is: [C:35]1([C:40]2[CH:45]=[CH:44][CH:43]=[CH:42][CH:41]=2)[CH:36]=[CH:37][CH:38]=[CH:39][C:34]=1[NH:33][C:32](=[O:31])[OH:46]. Given the reactants [Si](O[C@H](C1C=CC(O)=C(NC=O)C=1)CNCC1C(C)=CC(NC(CCN2CCC([O:31][C:32](=[O:46])[NH:33][C:34]3[CH:39]=[CH:38][CH:37]=[CH:36][C:35]=3[C:40]3[CH:45]=[CH:44][CH:43]=[CH:42][CH:41]=3)CC2)=O)=C(C)C=1)(C(C)(C)C)(C)C.CC1CCCO1.F.F.F.C(N(CC)CC)C.C(=O)(O)[O-].[Na+], predict the reaction product.